This data is from Peptide-MHC class II binding affinity with 134,281 pairs from IEDB. The task is: Regression. Given a peptide amino acid sequence and an MHC pseudo amino acid sequence, predict their binding affinity value. This is MHC class II binding data. (1) The MHC is DRB3_0101 with pseudo-sequence DRB3_0101. The binding affinity (normalized) is 0.0465. The peptide sequence is VDAAFKVAATAANAAPANDK. (2) The peptide sequence is DPKMLELMRLYITIH. The MHC is HLA-DPA10103-DPB10401 with pseudo-sequence HLA-DPA10103-DPB10401. The binding affinity (normalized) is 0.396.